Regression. Given a peptide amino acid sequence and an MHC pseudo amino acid sequence, predict their binding affinity value. This is MHC class I binding data. From a dataset of Peptide-MHC class I binding affinity with 185,985 pairs from IEDB/IMGT. (1) The peptide sequence is SMMGFKMNY. The MHC is HLA-A68:01 with pseudo-sequence HLA-A68:01. The binding affinity (normalized) is 0.143. (2) The peptide sequence is IPVRRGYTT. The MHC is HLA-B15:09 with pseudo-sequence HLA-B15:09. The binding affinity (normalized) is 0.0847. (3) The binding affinity (normalized) is 0.0847. The MHC is HLA-A03:01 with pseudo-sequence HLA-A03:01. The peptide sequence is VDFKTPGTY.